From a dataset of Catalyst prediction with 721,799 reactions and 888 catalyst types from USPTO. Predict which catalyst facilitates the given reaction. (1) Reactant: Br[C:2]1[CH:3]=[C:4]([CH:35]=[CH:36][CH:37]=1)[C:5]([CH3:34])([CH3:33])[C@@H:6]([C:9]([NH:11][C@H:12]([C:17]([N:19]([C@@H:21]([CH:30]([CH3:32])[CH3:31])/[CH:22]=[C:23](\[CH3:29])/[C:24]([O:26][CH2:27][CH3:28])=[O:25])[CH3:20])=[O:18])[C:13]([CH3:16])([CH3:15])[CH3:14])=[O:10])[NH:7][CH3:8].[CH2:38]([Sn](CCCC)(CCCC)C=C)[CH2:39]CC. Product: [CH3:8][NH:7][C@H:6]([C:9]([NH:11][C@H:12]([C:17]([N:19]([C@@H:21]([CH:30]([CH3:32])[CH3:31])/[CH:22]=[C:23](\[CH3:29])/[C:24]([O:26][CH2:27][CH3:28])=[O:25])[CH3:20])=[O:18])[C:13]([CH3:16])([CH3:15])[CH3:14])=[O:10])[C:5]([CH3:34])([CH3:33])[C:4]1[CH:35]=[CH:36][CH:37]=[C:2]([CH:38]=[CH2:39])[CH:3]=1. The catalyst class is: 10. (2) Reactant: C([C:4]1[CH:8]=[C:7]([Cl:9])[S:6][C:5]=1[C:10]1[CH:15]=[CH:14][C:13]([C:16]2[CH:21]=[CH:20][C:19]([C:22]3([C:25]([OH:27])=[O:26])[CH2:24][CH2:23]3)=[CH:18][CH:17]=2)=[CH:12][CH:11]=1)(=O)N.[N:28]1[CH:33]=CC=CC=1.FC(F)(F)C(OI(C1C=CC=CC=1)OC(=O)C(F)(F)F)=[O:37].[S:55]1[CH:59]=[C:58]([CH:60]([OH:62])[CH3:61])[CH:57]=[N:56]1. Product: [Cl:9][C:7]1[S:6][C:5]([C:10]2[CH:15]=[CH:14][C:13]([C:16]3[CH:17]=[CH:18][C:19]([C:22]4([C:25]([OH:27])=[O:26])[CH2:24][CH2:23]4)=[CH:20][CH:21]=3)=[CH:12][CH:11]=2)=[C:4]([NH:28][C:33]([O:62][CH:60]([C:58]2[CH:57]=[N:56][S:55][CH:59]=2)[CH3:61])=[O:37])[CH:8]=1. The catalyst class is: 11.